Dataset: NCI-60 drug combinations with 297,098 pairs across 59 cell lines. Task: Regression. Given two drug SMILES strings and cell line genomic features, predict the synergy score measuring deviation from expected non-interaction effect. Drug 1: CN(CC1=CN=C2C(=N1)C(=NC(=N2)N)N)C3=CC=C(C=C3)C(=O)NC(CCC(=O)O)C(=O)O. Drug 2: CC(C)CN1C=NC2=C1C3=CC=CC=C3N=C2N. Cell line: NCI-H226. Synergy scores: CSS=10.6, Synergy_ZIP=-8.26, Synergy_Bliss=-1.46, Synergy_Loewe=-4.08, Synergy_HSA=-4.00.